From a dataset of Forward reaction prediction with 1.9M reactions from USPTO patents (1976-2016). Predict the product of the given reaction. (1) Given the reactants Cl.Cl.[S:3]1[CH2:8][CH2:7][N:6]([C:9]2[CH:10]=[C:11]([CH2:15][NH2:16])[CH:12]=[CH:13][CH:14]=2)[CH2:5][CH2:4]1.[F:17][C:18]1[CH:28]=[CH:27][CH:26]=[CH:25][C:19]=1[CH:20]=[CH:21][C:22](O)=[O:23].CCN=C=NCCCN(C)C.Cl, predict the reaction product. The product is: [F:17][C:18]1[CH:28]=[CH:27][CH:26]=[CH:25][C:19]=1/[CH:20]=[CH:21]/[C:22]([NH:16][CH2:15][C:11]1[CH:12]=[CH:13][CH:14]=[C:9]([N:6]2[CH2:5][CH2:4][S:3][CH2:8][CH2:7]2)[CH:10]=1)=[O:23]. (2) Given the reactants [CH2:1]([N:3]1[CH:8]([CH3:9])[C:7]([CH3:11])([CH3:10])[O:6][C:5](=[O:12])[CH:4]1[CH2:13][C:14]([OH:16])=O)[CH3:2].C(N(C(C)C)CC)(C)C.CN(C(ON1N=NC2C=CC=NC1=2)=[N+](C)C)C.F[P-](F)(F)(F)(F)F.[CH:50]([C:53]1[CH:59]=[CH:58][C:56]([NH2:57])=[CH:55][CH:54]=1)([CH3:52])[CH3:51], predict the reaction product. The product is: [CH2:1]([N:3]1[CH:8]([CH3:9])[C:7]([CH3:10])([CH3:11])[O:6][C:5](=[O:12])[CH:4]1[CH2:13][C:14]([NH:57][C:56]1[CH:58]=[CH:59][C:53]([CH:50]([CH3:52])[CH3:51])=[CH:54][CH:55]=1)=[O:16])[CH3:2]. (3) Given the reactants P(Cl)(Cl)(Cl)(Cl)Cl.[Cl:7][CH2:8][CH2:9][CH2:10][CH2:11][S:12](Cl)(=[O:14])=[O:13].[NH3:16], predict the reaction product. The product is: [Cl:7][CH2:8][CH2:9][CH2:10][CH2:11][S:12]([NH2:16])(=[O:14])=[O:13]. (4) Given the reactants Cl[C:2]1[N:7]=[C:6](Cl)[C:5]([N+:9]([O-])=O)=[CH:4][N:3]=1.CC[N:14](C(C)C)C(C)C.C[O:22][C:23](=O)[CH2:24][CH2:25][NH:26][CH:27]1[CH2:32][CH2:31][CH2:30][CH2:29][CH2:28]1.C([O-])=O.[NH4+], predict the reaction product. The product is: [NH2:14][C:2]1[N:7]=[C:6]2[C:5]([NH:9][C:23](=[O:22])[CH2:24][CH2:25][N:26]2[CH:27]2[CH2:32][CH2:31][CH2:30][CH2:29][CH2:28]2)=[CH:4][N:3]=1.